This data is from Reaction yield outcomes from USPTO patents with 853,638 reactions. The task is: Predict the reaction yield, written as a fraction of the theoretical maximum amount of product (1.0 means a 100% yield; for example, 0.34 means a 34% yield). The reactants are C(OC([N:8]1[CH2:12][CH:11]([OH:13])[CH:10]([N:14]2[CH2:19][CH2:18][N:17]([C:20](=[O:28])[C:21]3[CH:26]=[CH:25][C:24]([Cl:27])=[CH:23][CH:22]=3)[CH2:16][CH2:15]2)[CH2:9]1)=O)(C)(C)C.O1CCOCC1. The catalyst is C(Cl)Cl.CCOCC. The product is [Cl:27][C:24]1[CH:25]=[CH:26][C:21]([C:20]([N:17]2[CH2:18][CH2:19][N:14]([CH:10]3[CH:11]([OH:13])[CH2:12][NH:8][CH2:9]3)[CH2:15][CH2:16]2)=[O:28])=[CH:22][CH:23]=1. The yield is 0.990.